This data is from Catalyst prediction with 721,799 reactions and 888 catalyst types from USPTO. The task is: Predict which catalyst facilitates the given reaction. (1) Reactant: [CH2:1]([C:4]1[CH:5]=[C:6]([C:12]2[C:13]([O:21]C)=[CH:14][CH:15]=[C:16]([CH2:18][CH:19]=[CH2:20])[CH:17]=2)[C:7]([O:10]C)=[CH:8][CH:9]=1)[CH:2]=[CH2:3].[Cl-].[Al+3].[Cl-].[Cl-].NC(N)=S.Cl. Product: [CH2:3]=[CH:2][CH2:1][C:4]1[CH:9]=[CH:8][C:7]([OH:10])=[C:6]([C:12]2[CH:17]=[C:16]([CH2:18][CH:19]=[CH2:20])[CH:15]=[CH:14][C:13]=2[OH:21])[CH:5]=1. The catalyst class is: 26. (2) Reactant: [Cl:1][C:2]1[N:7]=[C:6](Cl)[CH:5]=[CH:4][N:3]=1.[Cl:9][C:10]1[CH:15]=[CH:14][C:13]([CH2:16][OH:17])=[CH:12][CH:11]=1.C(=O)([O-])[O-].[K+].[K+]. The catalyst class is: 18. Product: [Cl:1][C:2]1[N:7]=[C:6]([O:17][CH2:16][C:13]2[CH:14]=[CH:15][C:10]([Cl:9])=[CH:11][CH:12]=2)[CH:5]=[CH:4][N:3]=1. (3) Reactant: [NH2:1][C:2]1[CH:7]=[CH:6][C:5]([N:8]2[CH2:13][CH2:12][C:11]3[C:14]([C:25]([O:27]CC)=O)=[N:15][N:16]([C:17]4[CH:22]=[CH:21][C:20]([O:23][CH3:24])=[CH:19][CH:18]=4)[C:10]=3[C:9]2=[O:30])=[CH:4][CH:3]=1.[NH3:31]. Product: [NH2:1][C:2]1[CH:7]=[CH:6][C:5]([N:8]2[CH2:13][CH2:12][C:11]3[C:14]([C:25]([NH2:31])=[O:27])=[N:15][N:16]([C:17]4[CH:22]=[CH:21][C:20]([O:23][CH3:24])=[CH:19][CH:18]=4)[C:10]=3[C:9]2=[O:30])=[CH:4][CH:3]=1. The catalyst class is: 5. (4) Reactant: [H-].[Na+].[CH2:3]1[C:15]2[C:14]3[CH:13]=[C:12]([C:16]([O:18][CH2:19][C:20]4[CH:25]=[CH:24][CH:23]=[CH:22][CH:21]=4)=[O:17])[CH:11]=[CH:10][C:9]=3[NH:8][C:7]=2[CH2:6][CH2:5][N:4]1[C:26]([O:28][C:29]([CH3:32])([CH3:31])[CH3:30])=[O:27].[CH2:33]([S:35](Cl)(=[O:37])=[O:36])[CH3:34]. Product: [CH2:33]([S:35]([N:8]1[C:9]2[CH:10]=[CH:11][C:12]([C:16]([O:18][CH2:19][C:20]3[CH:21]=[CH:22][CH:23]=[CH:24][CH:25]=3)=[O:17])=[CH:13][C:14]=2[C:15]2[CH2:3][N:4]([C:26]([O:28][C:29]([CH3:32])([CH3:31])[CH3:30])=[O:27])[CH2:5][CH2:6][C:7]1=2)(=[O:37])=[O:36])[CH3:34]. The catalyst class is: 3. (5) Reactant: C(=O)(SC)O[O:3][CH:4]([O:8][C:9](=[O:13])[CH:10]([CH3:12])[CH3:11])[CH:5]([CH3:7])[CH3:6].[OH:17][N:18]1[C:22](=[O:23])[C@H:21]([O:24][C:25](=[O:32])[C:26]2[CH:31]=[CH:30][CH:29]=[CH:28][CH:27]=2)[C@@H:20]([O:33][C:34](=[O:41])[C:35]2[CH:40]=[CH:39][CH:38]=[CH:37][CH:36]=2)[C:19]1=[O:42].[C:43](OO)(=[O:45])C.C(O)(=O)C. Product: [CH3:12][CH:10]([CH3:11])[C:9]([O:8][CH:4]([O:3][C:43]([O:17][N:18]1[C:22](=[O:23])[C@H:21]([O:24][C:25](=[O:32])[C:26]2[CH:27]=[CH:28][CH:29]=[CH:30][CH:31]=2)[C@@H:20]([O:33][C:34](=[O:41])[C:35]2[CH:40]=[CH:39][CH:38]=[CH:37][CH:36]=2)[C:19]1=[O:42])=[O:45])[CH:5]([CH3:6])[CH3:7])=[O:13]. The catalyst class is: 26. (6) Reactant: C(O)(C(F)(F)F)=O.[C:8]([C:10]1[CH:11]=[C:12]([NH:27][C:28]2[N:33]=[C:32]([O:34][C:35]3[C:44]4[C:39](=[CH:40][CH:41]=[CH:42][CH:43]=4)[C:38]([NH:45]C(=O)OC(C)(C)C)=[CH:37][CH:36]=3)[CH:31]=[CH:30][N:29]=2)[CH:13]=[C:14]([C:16](=[O:26])[NH:17][CH2:18][CH2:19][N:20]2[CH2:25][CH2:24][O:23][CH2:22][CH2:21]2)[CH:15]=1)#[CH:9].O.C([O-])([O-])=O.[K+].[K+]. Product: [NH2:45][C:38]1[C:39]2[C:44](=[CH:43][CH:42]=[CH:41][CH:40]=2)[C:35]([O:34][C:32]2[CH:31]=[CH:30][N:29]=[C:28]([NH:27][C:12]3[CH:13]=[C:14]([CH:15]=[C:10]([C:8]#[CH:9])[CH:11]=3)[C:16]([NH:17][CH2:18][CH2:19][N:20]3[CH2:25][CH2:24][O:23][CH2:22][CH2:21]3)=[O:26])[N:33]=2)=[CH:36][CH:37]=1. The catalyst class is: 2.